Dataset: Forward reaction prediction with 1.9M reactions from USPTO patents (1976-2016). Task: Predict the product of the given reaction. (1) Given the reactants Br[C:2]1[CH:7]=[C:6]([F:8])[CH:5]=[CH:4][C:3]=1[F:9].N#N.[CH2:12]([OH:14])[CH3:13].[Li][CH:16](CC)C.C1CCCCC1.B(F)(F)F.C(OCC)C, predict the reaction product. The product is: [F:9][C:3]1[CH:4]=[CH:5][C:6]([F:8])=[CH:7][C:2]=1[CH2:13][C@H:12]([OH:14])[CH3:16]. (2) The product is: [ClH:18].[N:2]1([CH2:8][CH2:9][CH2:10][O:11][C:12]2[CH:20]=[CH:19][C:15]([C:16]([N:31]3[CH2:30][CH2:29][C:28]4[CH:34]=[CH:35][C:25]([S:22]([CH3:21])(=[O:24])=[O:23])=[CH:26][C:27]=4[CH2:33][CH2:32]3)=[O:17])=[CH:14][CH:13]=2)[CH2:7][CH2:6][CH2:5][CH2:4][CH2:3]1. Given the reactants Cl.[N:2]1([CH2:8][CH2:9][CH2:10][O:11][C:12]2[CH:20]=[CH:19][C:15]([C:16]([Cl:18])=[O:17])=[CH:14][CH:13]=2)[CH2:7][CH2:6][CH2:5][CH2:4][CH2:3]1.[CH3:21][S:22]([C:25]1[CH:35]=[CH:34][C:28]2[CH2:29][CH2:30][NH:31][CH2:32][CH2:33][C:27]=2[CH:26]=1)(=[O:24])=[O:23], predict the reaction product. (3) Given the reactants [CH3:1][C:2]1[CH:32]=[CH:31][C:5]([C:6]([NH:8][C:9]2[CH:30]=[CH:29][C:12]([O:13][CH2:14][CH2:15][C:16]3[N:17]=[C:18]([NH:21]C(=O)OC(C)(C)C)[S:19][CH:20]=3)=[CH:11][CH:10]=2)=[O:7])=[C:4]([N:33]2[CH2:38][CH2:37][CH:36]([CH3:39])[CH2:35][CH2:34]2)[CH:3]=1.FC(F)(F)C(O)=O, predict the reaction product. The product is: [NH2:21][C:18]1[S:19][CH:20]=[C:16]([CH2:15][CH2:14][O:13][C:12]2[CH:29]=[CH:30][C:9]([NH:8][C:6](=[O:7])[C:5]3[CH:31]=[CH:32][C:2]([CH3:1])=[CH:3][C:4]=3[N:33]3[CH2:38][CH2:37][CH:36]([CH3:39])[CH2:35][CH2:34]3)=[CH:10][CH:11]=2)[N:17]=1. (4) Given the reactants [OH:1][C:2]12[C:13]3[C:8](=[C:9]([N+:14]([O-])=O)[CH:10]=[CH:11][CH:12]=3)[C:7](=[O:17])[C:6]1([NH:18][C:19]([NH:21][C:22]1[CH:27]=[CH:26][C:25]([O:28][CH3:29])=[CH:24][CH:23]=1)=[S:20])[C:5]1[CH:30]=[C:31]([CH:37]([CH3:39])[CH3:38])[CH:32]=[C:33]([CH:34]([CH3:36])[CH3:35])[C:4]=1[O:3]2.O, predict the reaction product. The product is: [OH:1][C:2]12[C:13]3[C:8](=[C:9]([NH2:14])[CH:10]=[CH:11][CH:12]=3)[C:7](=[O:17])[C:6]1([NH:18][C:19]([NH:21][C:22]1[CH:23]=[CH:24][C:25]([O:28][CH3:29])=[CH:26][CH:27]=1)=[S:20])[C:5]1[CH:30]=[C:31]([CH:37]([CH3:39])[CH3:38])[CH:32]=[C:33]([CH:34]([CH3:35])[CH3:36])[C:4]=1[O:3]2. (5) Given the reactants [OH:1][C:2]1[CH:7]=[C:6]([C:8](=[O:10])[CH3:9])[CH:5]=[CH:4][C:3]=1[C:11]1[CH:16]=[CH:15][C:14]([C:17](=[O:19])[CH3:18])=[CH:13][C:12]=1[OH:20].[OH-].[Na+].[CH3:23][C:24]([CH3:49])([CH2:37]C1C=C(C)C=CC=1S([O-])(=O)=O)[CH2:25]C1C=C(C)C=CC=1S([O-])(=O)=O, predict the reaction product. The product is: [CH3:23][C:24]1([CH3:49])[CH2:37][O:20][C:12]2[CH:13]=[C:14]([C:17](=[O:19])[CH3:18])[CH:15]=[CH:16][C:11]=2[C:3]2[CH:4]=[CH:5][C:6]([C:8](=[O:10])[CH3:9])=[CH:7][C:2]=2[O:1][CH2:25]1.